This data is from Forward reaction prediction with 1.9M reactions from USPTO patents (1976-2016). The task is: Predict the product of the given reaction. (1) Given the reactants [OH:1][C:2]1[CH:7]=[CH:6][CH:5]=[CH:4][C:3]=1[C:8]1[N:12]=[C:11]([C:13]2[CH:18]=[CH:17][CH:16]=[CH:15][C:14]=2[OH:19])[N:10]([CH2:20][C:21]([O:23]CC)=O)[N:9]=1.[CH3:26][N:27]1[CH2:32][CH2:31][N:30]([CH2:33][CH2:34][NH2:35])[CH2:29][CH2:28]1, predict the reaction product. The product is: [OH:1][C:2]1[CH:7]=[CH:6][CH:5]=[CH:4][C:3]=1[C:8]1[N:12]=[C:11]([C:13]2[CH:18]=[CH:17][CH:16]=[CH:15][C:14]=2[OH:19])[N:10]([CH2:20][C:21]([NH:35][CH2:34][CH2:33][N:30]2[CH2:31][CH2:32][N:27]([CH3:26])[CH2:28][CH2:29]2)=[O:23])[N:9]=1. (2) Given the reactants [Br:1][C:2]1[CH:7]=[CH:6][CH:5]=[CH:4][C:3]=1[OH:8].N1C=CN=C1.[Si:14](Cl)([C:17]([CH3:20])([CH3:19])[CH3:18])([CH3:16])[CH3:15].O, predict the reaction product. The product is: [Br:1][C:2]1[CH:7]=[CH:6][CH:5]=[CH:4][C:3]=1[O:8][Si:14]([C:17]([CH3:20])([CH3:19])[CH3:18])([CH3:16])[CH3:15]. (3) Given the reactants [CH3:1][O:2][C:3]1[CH:23]=[CH:22][C:6]([C:7]([C:9](=[CH:15][C:16]2[O:17][C:18]([CH3:21])=[CH:19][CH:20]=2)[C:10]([O:12][CH2:13][CH3:14])=[O:11])=O)=[CH:5][CH:4]=1.[NH2:24][C:25]1[CH:29]=[C:28]([CH3:30])[NH:27][N:26]=1.C(C1C(=O)C(Cl)=C(Cl)C(=O)C=1C#N)#N.C([O-])(O)=O.[Na+], predict the reaction product. The product is: [CH3:1][O:2][C:3]1[CH:23]=[CH:22][C:6]([C:7]2[N:24]=[C:25]3[NH:26][N:27]=[C:28]([CH3:30])[C:29]3=[C:15]([C:16]3[O:17][C:18]([CH3:21])=[CH:19][CH:20]=3)[C:9]=2[C:10]([O:12][CH2:13][CH3:14])=[O:11])=[CH:5][CH:4]=1. (4) Given the reactants C(OC(=O)[NH:7][C@H:8]1[C:16]2[C:11](=[CH:12][CH:13]=[C:14]([O:17][C:18]3[N:19]=[C:20]4[C:26]([CH:27]=[O:28])=[CH:25][N:24]([CH2:29][O:30][CH2:31][CH2:32][Si:33]([CH3:36])([CH3:35])[CH3:34])[C:21]4=[N:22][CH:23]=3)[CH:15]=2)[CH2:10][CH2:9]1)(C)(C)C.C([Cl:41])(=O)C, predict the reaction product. The product is: [ClH:41].[NH2:7][C@H:8]1[C:16]2[C:11](=[CH:12][CH:13]=[C:14]([O:17][C:18]3[N:19]=[C:20]4[C:26]([CH:27]=[O:28])=[CH:25][N:24]([CH2:29][O:30][CH2:31][CH2:32][Si:33]([CH3:36])([CH3:35])[CH3:34])[C:21]4=[N:22][CH:23]=3)[CH:15]=2)[CH2:10][CH2:9]1.